The task is: Predict the reaction yield, written as a fraction of the theoretical maximum amount of product (1.0 means a 100% yield; for example, 0.34 means a 34% yield).. This data is from Reaction yield outcomes from USPTO patents with 853,638 reactions. (1) The catalyst is C1COCC1. The product is [F:25][C:20]1[CH:21]=[CH:22][CH:23]=[CH:24][C:19]=1[C:14]1[C:13]([C:11]2[CH:10]=[CH:9][C:7]3[N:8]=[C:35]([NH:34][C:26](=[O:33])[C:27]4[CH:32]=[CH:31][CH:30]=[CH:29][CH:28]=4)[S:3][C:6]=3[CH:12]=2)=[CH:17][N:16]([CH3:18])[N:15]=1. The yield is 0.850. The reactants are C([S:3]([C:6]1[CH:12]=[C:11]([C:13]2[C:14]([C:19]3[CH:24]=[CH:23][CH:22]=[CH:21][C:20]=3[F:25])=[N:15][N:16]([CH3:18])[CH:17]=2)[CH:10]=[CH:9][C:7]=1[NH2:8])(=O)=O)C.[C:26]([N:34]=[C:35]=S)(=[O:33])[C:27]1[CH:32]=[CH:31][CH:30]=[CH:29][CH:28]=1.CCOC(C)=O. (2) The reactants are [Si:1]([O:8][C:9]1[CH:14]=[CH:13][C:12]([C:15]2[N:16]=[C:17]([C:22]3[CH:27]=[CH:26][CH:25]=[CH:24][CH:23]=3)[C:18]([NH2:21])=[N:19][CH:20]=2)=[CH:11][CH:10]=1)([C:4]([CH3:7])([CH3:6])[CH3:5])([CH3:3])[CH3:2].[Si:28]([O:35][C:36]1[CH:41]=[CH:40][C:39]([CH2:42][C:43](Cl)=[O:44])=[CH:38][CH:37]=1)([C:31]([CH3:34])([CH3:33])[CH3:32])([CH3:30])[CH3:29].O. The catalyst is CN(C)C1C=CN=CC=1.N1C=CC=CC=1. The product is [Si:28]([O:35][C:36]1[CH:37]=[CH:38][C:39]([CH2:42][C:43]([NH:21][C:18]2[C:17]([C:22]3[CH:27]=[CH:26][CH:25]=[CH:24][CH:23]=3)=[N:16][C:15]([C:12]3[CH:11]=[CH:10][C:9]([O:8][Si:1]([C:4]([CH3:7])([CH3:5])[CH3:6])([CH3:3])[CH3:2])=[CH:14][CH:13]=3)=[CH:20][N:19]=2)=[O:44])=[CH:40][CH:41]=1)([C:31]([CH3:34])([CH3:33])[CH3:32])([CH3:30])[CH3:29]. The yield is 0.754. (3) The reactants are [CH3:1][C:2]1[C:3]([C:8]([NH:10][C:11]2[CH:16]=[CH:15][CH:14]=[C:13]([O:17][C:18]3[CH:19]=[N:20][C:21]([NH:24][S:25]([C:28]4[CH:33]=[CH:32][C:31]([CH3:34])=[CH:30][CH:29]=4)(=[O:27])=[O:26])=[CH:22][CH:23]=3)[CH:12]=2)=[O:9])=[N:4][CH:5]=[CH:6][CH:7]=1.C(N(CC)C(C)C)(C)C.CN(C)C=O.I[CH2:50][C:51]([NH2:53])=[O:52]. The catalyst is O. The product is [NH2:53][C:51](=[O:52])[CH2:50][N:20]1[C:21](=[N:24][S:25]([C:28]2[CH:29]=[CH:30][C:31]([CH3:34])=[CH:32][CH:33]=2)(=[O:27])=[O:26])[CH:22]=[CH:23][C:18]([O:17][C:13]2[CH:12]=[C:11]([NH:10][C:8]([C:3]3[C:2]([CH3:1])=[CH:7][CH:6]=[CH:5][N:4]=3)=[O:9])[CH:16]=[CH:15][CH:14]=2)=[CH:19]1. The yield is 0.700. (4) The reactants are [Cl:1][C:2]1[C:3]([CH3:18])=[C:4]([Cl:17])[C:5]2[O:10][CH2:9][C:8](=[O:11])[N:7]([CH2:12][CH2:13][CH2:14]Cl)[C:6]=2[CH:16]=1.C([O-])([O-])=O.[K+].[K+].[Na+].[I-].[CH2:27]([CH:31]1[CH2:36][CH2:35][NH:34][CH2:33][CH2:32]1)[CH2:28][CH2:29][CH3:30]. The catalyst is CCCCCCC.CCOC(C)=O. The product is [CH2:27]([CH:31]1[CH2:36][CH2:35][N:34]([CH2:14][CH2:13][CH2:12][N:7]2[C:6]3[CH:16]=[C:2]([Cl:1])[C:3]([CH3:18])=[C:4]([Cl:17])[C:5]=3[O:10][CH2:9][C:8]2=[O:11])[CH2:33][CH2:32]1)[CH2:28][CH2:29][CH3:30]. The yield is 0.470. (5) The reactants are [CH2:1]([N:4]1[C:8]2[CH:9]=[CH:10][CH:11]=[CH:12][C:7]=2[N:6]=[C:5]1[C:13]1[N:18]=[N:17][C:16](O)=[CH:15][CH:14]=1)[CH2:2][CH3:3].O=P(Cl)(Cl)[Cl:22]. The catalyst is O. The product is [Cl:22][C:16]1[N:17]=[N:18][C:13]([C:5]2[N:4]([CH2:1][CH2:2][CH3:3])[C:8]3[CH:9]=[CH:10][CH:11]=[CH:12][C:7]=3[N:6]=2)=[CH:14][CH:15]=1. The yield is 0.470. (6) The reactants are [Br:1][C:2]1[CH:20]=[CH:19][C:5]([C:6]([NH:8][NH:9][C:10](=[O:18])[C:11]2[CH:16]=[CH:15][C:14]([Br:17])=[CH:13][CH:12]=2)=O)=[CH:4][CH:3]=1.O=P(Cl)(Cl)Cl.O. The yield is 0.810. The product is [Br:1][C:2]1[CH:20]=[CH:19][C:5]([C:6]2[O:18][C:10]([C:11]3[CH:16]=[CH:15][C:14]([Br:17])=[CH:13][CH:12]=3)=[N:9][N:8]=2)=[CH:4][CH:3]=1. The catalyst is C1(C)C=CC=CC=1. (7) The reactants are [N+:1]([C:4]1[CH:12]=[CH:11][CH:10]=[C:6]([C:7]([OH:9])=[O:8])[C:5]=1[C:13]([OH:15])=[O:14])([O-:3])=[O:2].[CH:16](OC)(OC)OC.S(=O)(=O)(O)O. The catalyst is CO. The product is [C:13]([C:5]1[C:4]([N+:1]([O-:3])=[O:2])=[CH:12][CH:11]=[CH:10][C:6]=1[C:7]([O:9][CH3:16])=[O:8])([OH:15])=[O:14]. The yield is 0.947. (8) The reactants are [Li]CCCC.C(NC(C)C)(C)C.[Cl:13][C:14]1[CH:19]=[CH:18][C:17]([CH2:20][C:21]([O:23][CH3:24])=[O:22])=[CH:16][CH:15]=1.[Li+].CC([N-]C(C)C)C.Br[CH2:34][C:35]([O:37][C:38]([CH3:41])([CH3:40])[CH3:39])=[O:36]. The catalyst is C1COCC1. The product is [Cl:13][C:14]1[CH:15]=[CH:16][C:17]([CH:20]([CH2:34][C:35]([O:37][C:38]([CH3:41])([CH3:40])[CH3:39])=[O:36])[C:21]([O:23][CH3:24])=[O:22])=[CH:18][CH:19]=1. The yield is 0.880.